This data is from Reaction yield outcomes from USPTO patents with 853,638 reactions. The task is: Predict the reaction yield, written as a fraction of the theoretical maximum amount of product (1.0 means a 100% yield; for example, 0.34 means a 34% yield). (1) The reactants are [Cl:1][C:2]1[CH:7]=[CH:6][C:5]([C:8]([OH:11])([CH3:10])[CH3:9])=[CH:4][C:3]=1[NH:12][S:13]([C:16]1[CH:21]=[CH:20][C:19]([O:22][CH3:23])=[C:18]([O:24][CH3:25])[CH:17]=1)(=[O:15])=[O:14].Cl[CH2:27][C:28]([N:30]([CH2:33][CH3:34])[CH2:31][CH3:32])=[O:29].C([O-])([O-])=O.[K+].[K+]. The catalyst is CN(C=O)C. The product is [Cl:1][C:2]1[CH:7]=[CH:6][C:5]([C:8]([OH:11])([CH3:10])[CH3:9])=[CH:4][C:3]=1[N:12]([S:13]([C:16]1[CH:21]=[CH:20][C:19]([O:22][CH3:23])=[C:18]([O:24][CH3:25])[CH:17]=1)(=[O:15])=[O:14])[CH2:27][C:28]([N:30]([CH2:33][CH3:34])[CH2:31][CH3:32])=[O:29]. The yield is 0.920. (2) The yield is 0.750. The catalyst is ClCCl. The product is [C:17]1([CH2:23][CH2:24][C:25]([NH:16][C:13]2[CH:14]=[CH:15][C:9]3[O:8][C:7]([C:1]4[CH:2]=[CH:3][CH:4]=[CH:5][CH:6]=4)=[N:11][C:10]=3[CH:12]=2)=[O:26])[CH:22]=[CH:21][CH:20]=[CH:19][CH:18]=1. The reactants are [C:1]1([C:7]2[O:8][C:9]3[CH:15]=[CH:14][C:13]([NH2:16])=[CH:12][C:10]=3[N:11]=2)[CH:6]=[CH:5][CH:4]=[CH:3][CH:2]=1.[C:17]1([CH2:23][CH2:24][C:25](Cl)=[O:26])[CH:22]=[CH:21][CH:20]=[CH:19][CH:18]=1.C(N(C(C)C)CC)(C)C. (3) The reactants are [Br:1][C:2]1[C:7]([Cl:8])=[C:6]([CH3:9])[CH:5]=[CH:4][C:3]=1[Cl:10].C(OOC(=O)C1C=CC=CC=1)(=O)C1C=CC=CC=1.C1C(=O)N([Br:36])C(=O)C1. The catalyst is C(Cl)(Cl)(Cl)Cl. The product is [Br:1][C:2]1[C:7]([Cl:8])=[C:6]([CH2:9][Br:36])[CH:5]=[CH:4][C:3]=1[Cl:10]. The yield is 0.650.